The task is: Predict the product of the given reaction.. This data is from Forward reaction prediction with 1.9M reactions from USPTO patents (1976-2016). (1) Given the reactants [I:1][C:2]1[CH:3]=[C:4]([CH:8]=[CH:9][CH:10]=1)[C:5]([NH2:7])=[O:6].[CH3:11][C:12]([CH:15]=O)([CH3:14])[CH3:13].[NH:17]1[C:21]2[CH:22]=[CH:23][CH:24]=[CH:25][C:20]=2[N:19]=[N:18]1.C1(C)C=CC(S(O)(=O)=O)=CC=1, predict the reaction product. The product is: [N:17]1([CH:15]([NH:7][C:5](=[O:6])[C:4]2[CH:8]=[CH:9][CH:10]=[C:2]([I:1])[CH:3]=2)[C:12]([CH3:13])([CH3:14])[CH3:11])[C:21]2[CH:22]=[CH:23][CH:24]=[CH:25][C:20]=2[N:19]=[N:18]1. (2) Given the reactants [C:1]([C:3]1[CH:11]=[CH:10][C:6]([C:7](Cl)=[O:8])=[CH:5][CH:4]=1)#[N:2].[NH2:12][C:13]1[CH:17]=[CH:16][S:15][C:14]=1[C:18]([O:20][CH3:21])=[O:19].C(N(CC)CC)C, predict the reaction product. The product is: [C:1]([C:3]1[CH:11]=[CH:10][C:6]([C:7]([NH:12][C:13]2[CH:17]=[CH:16][S:15][C:14]=2[C:18]([O:20][CH3:21])=[O:19])=[O:8])=[CH:5][CH:4]=1)#[N:2]. (3) Given the reactants [N:1]1([C:7]2[CH:12]=[CH:11][C:10]([S:13]([NH:16][C:17]3[CH:22]=[CH:21][N:20]=[CH:19][N:18]=3)(=[O:15])=[O:14])=[CH:9][CH:8]=2)[CH2:6][CH2:5][NH:4][CH2:3][CH2:2]1.[Cl:23][C:24]1[CH:25]=[C:26]2[C:31](=[CH:32][CH:33]=1)[N:30]([CH:34]([CH3:38])[C:35](O)=[O:36])[CH2:29][CH2:28][CH2:27]2.CN([P+](ON1N=NC2C=CC=CC1=2)(N(C)C)N(C)C)C.F[P-](F)(F)(F)(F)F.C(N(CC)CC)C, predict the reaction product. The product is: [Cl:23][C:24]1[CH:25]=[C:26]2[C:31](=[CH:32][CH:33]=1)[N:30]([CH:34]([CH3:38])[C:35]([N:4]1[CH2:3][CH2:2][N:1]([C:7]3[CH:12]=[CH:11][C:10]([S:13]([NH:16][C:17]4[CH:22]=[CH:21][N:20]=[CH:19][N:18]=4)(=[O:14])=[O:15])=[CH:9][CH:8]=3)[CH2:6][CH2:5]1)=[O:36])[CH2:29][CH2:28][CH2:27]2. (4) Given the reactants [Li+].[OH-].O.[Cl:4][C:5]1[CH:38]=[CH:37][CH:36]=[C:35]([Cl:39])[C:6]=1[C:7]([NH:9][C@H:10]([C:31]([O:33]C)=[O:32])[CH2:11][C:12]1[CH:17]=[CH:16][C:15]([O:18][CH2:19][CH2:20][C:21]2[CH:30]=[CH:29][C:28]3[CH2:27][CH2:26][CH2:25][NH:24][C:23]=3[N:22]=2)=[CH:14][CH:13]=1)=[O:8], predict the reaction product. The product is: [Cl:4][C:5]1[CH:38]=[CH:37][CH:36]=[C:35]([Cl:39])[C:6]=1[C:7]([NH:9][C@H:10]([C:31]([OH:33])=[O:32])[CH2:11][C:12]1[CH:13]=[CH:14][C:15]([O:18][CH2:19][CH2:20][C:21]2[CH:30]=[CH:29][C:28]3[CH2:27][CH2:26][CH2:25][NH:24][C:23]=3[N:22]=2)=[CH:16][CH:17]=1)=[O:8]. (5) Given the reactants F[C:2]1[CH:7]=[C:6]([F:8])[CH:5]=[CH:4][C:3]=1[N+:9]([O-:11])=[O:10].[CH2:12](N(CC)CC)[CH3:13].C([CH:21]([SH:25])[C:22]([O-:24])=[O:23])C.CCCCCC.ClCCl, predict the reaction product. The product is: [CH2:12]([O:24][C:22](=[O:23])[CH2:21][S:25][C:2]1[CH:7]=[C:6]([F:8])[CH:5]=[CH:4][C:3]=1[N+:9]([O-:11])=[O:10])[CH3:13]. (6) Given the reactants [Cl:1][C:2]1[CH:10]=[C:9](I)[C:5]2[O:6][CH2:7][O:8][C:4]=2[C:3]=1[NH2:12].[CH2:13]([O:16][CH2:17][CH:18]1[CH2:20][CH2:19]1)[C:14]#[CH:15].C(NC(C)C)(C)C, predict the reaction product. The product is: [Cl:1][C:2]1[CH:10]=[C:9]([C:15]#[C:14][CH2:13][O:16][CH2:17][CH:18]2[CH2:20][CH2:19]2)[C:5]2[O:6][CH2:7][O:8][C:4]=2[C:3]=1[NH2:12]. (7) Given the reactants [CH:1]1([CH2:4][CH2:5][N:6]2[C:11](=[O:12])[CH:10]=[C:9]([OH:13])[N:8]=[C:7]2[C:14]2[C:19]([Cl:20])=[CH:18][CH:17]=[CH:16][C:15]=2[Cl:21])[CH2:3][CH2:2]1.C[Al](C)C.CCCCCC.Cl.C1(C[CH2:37][NH2:38])CC1.ClC1C=CC=C(Cl)C=1C#N.C(OCC)(=O)[CH2:50][C:51]([O:53]CC)=[O:52].C[O-:61].[Na+].CO.[OH-].[Na+], predict the reaction product. The product is: [CH:1]1([CH2:4][CH2:5][N:6]2[C:11](=[O:12])[C:10]([C:37]([NH:38][CH2:50][C:51]([OH:53])=[O:52])=[O:61])=[C:9]([OH:13])[N:8]=[C:7]2[C:14]2[C:19]([Cl:20])=[CH:18][CH:17]=[CH:16][C:15]=2[Cl:21])[CH2:3][CH2:2]1.